This data is from Full USPTO retrosynthesis dataset with 1.9M reactions from patents (1976-2016). The task is: Predict the reactants needed to synthesize the given product. (1) Given the product [C:1]([O-:20])(=[O:19])[CH2:2][CH2:3][CH2:4][CH2:5][CH2:6][CH2:7][CH2:8][CH2:9][CH2:10][CH2:11][CH2:12][CH2:13][CH2:14][CH2:15][CH2:16][CH2:17][CH3:18].[Ag+:27], predict the reactants needed to synthesize it. The reactants are: [C:1]([OH:20])(=[O:19])[CH2:2][CH2:3][CH2:4][CH2:5][CH2:6][CH2:7][CH2:8][CH2:9][CH2:10][CH2:11][CH2:12][CH2:13][CH2:14][CH2:15][CH2:16][CH2:17][CH3:18].[OH-].[Na+].[N+]([O-])([O-])=O.[Ag+:27]. (2) Given the product [C:44]([N:27]1[CH2:28][CH2:29][N:24]([C:23]2[N:15]([CH2:11][CH:12]([CH3:14])[CH3:13])[C:16]3[C:21]([N:22]=2)=[C:20]([N:31]2[CH2:36][CH2:35][O:34][CH2:33][CH2:32]2)[N:19]=[C:18]([C:37]2[CH:42]=[N:41][C:40]([NH2:43])=[N:39][CH:38]=2)[N:17]=3)[CH2:25][C@H:26]1[CH3:30])(=[O:46])[CH3:45], predict the reactants needed to synthesize it. The reactants are: C(N(CC)CC)C.C(Cl)Cl.[CH2:11]([N:15]1[C:23]([N:24]2[CH2:29][CH2:28][NH:27][C@H:26]([CH3:30])[CH2:25]2)=[N:22][C:21]2[C:16]1=[N:17][C:18]([C:37]1[CH:38]=[N:39][C:40]([NH2:43])=[N:41][CH:42]=1)=[N:19][C:20]=2[N:31]1[CH2:36][CH2:35][O:34][CH2:33][CH2:32]1)[CH:12]([CH3:14])[CH3:13].[C:44](OC(=O)C)(=[O:46])[CH3:45]. (3) Given the product [NH2:7][C@@H:8]1[C:14](=[O:15])[N:13]([CH3:21])[C:12]2[CH:16]=[CH:17][CH:18]=[CH:19][C:11]=2[NH:10][CH2:9]1, predict the reactants needed to synthesize it. The reactants are: C(OC(=O)[NH:7][C@@H:8]1[C:14](=[O:15])[NH:13][C:12]2[CH:16]=[CH:17][CH:18]=[CH:19][C:11]=2[NH:10][CH2:9]1)(C)(C)C.[CH3:21][Si]([N-][Si](C)(C)C)(C)C.[Li+].CI.